Dataset: Catalyst prediction with 721,799 reactions and 888 catalyst types from USPTO. Task: Predict which catalyst facilitates the given reaction. (1) Reactant: C([O:8][C:9]([C@H:11]([CH3:40])[CH2:12][C@H:13]([NH:27][C:28]([C:30]1[O:35][C:34]([C:36]([OH:38])=[O:37])=[CH:33][C:32](=[O:39])[CH:31]=1)=[O:29])[CH2:14][C:15]1[CH:20]=[CH:19][C:18]([C:21]2[CH:26]=[CH:25][CH:24]=[CH:23][CH:22]=2)=[CH:17][CH:16]=1)=[O:10])C1C=CC=CC=1.B(Cl)(Cl)Cl.Cl. Product: [C:18]1([C:21]2[CH:22]=[CH:23][CH:24]=[CH:25][CH:26]=2)[CH:19]=[CH:20][C:15]([CH2:14][C@@H:13]([NH:27][C:28]([C:30]2[O:35][C:34]([C:36]([OH:38])=[O:37])=[CH:33][C:32](=[O:39])[CH:31]=2)=[O:29])[CH2:12][C@H:11]([C:9]([OH:10])=[O:8])[CH3:40])=[CH:16][CH:17]=1. The catalyst class is: 2. (2) Reactant: [CH:1]1([C:9]2[CH:14]=[CH:13][C:12]([C:15](C)=[CH:16][CH2:17][OH:18])=[CH:11][CH:10]=2)[CH2:8][CH2:7][CH2:6][CH2:5][CH2:4][CH2:3][CH2:2]1.CN(C1C=CC2N=C3C(=CC(C=C3)=[N+](C)C)SC=2C=1)C.[C:40]1(=[O:46])[CH2:45][CH2:44][CH2:43][CH2:42][CH2:41]1.C1(C)C=CC(S(O)(=O)=O)=CC=1.[O:58]1[CH2:63]CCOO1. Product: [CH:1]1([C:9]2[CH:10]=[CH:11][C:12]([CH:15]=[CH:16][CH:17]3[CH2:63][O:58][C:40]4([CH2:45][CH2:44][CH2:43][CH2:42][CH2:41]4)[O:46][O:18]3)=[CH:13][CH:14]=2)[CH2:2][CH2:3][CH2:4][CH2:5][CH2:6][CH2:7][CH2:8]1. The catalyst class is: 23.